This data is from Full USPTO retrosynthesis dataset with 1.9M reactions from patents (1976-2016). The task is: Predict the reactants needed to synthesize the given product. (1) Given the product [F:13][C:14]1[CH:15]=[CH:16][C:17]([C:20]2[NH:24][N:23]=[C:22]([NH:25][C:10]([NH:11][C:4](=[O:5])[CH2:3][C:2]([CH3:8])([CH3:7])[CH3:1])=[S:9])[CH:21]=2)=[CH:18][CH:19]=1, predict the reactants needed to synthesize it. The reactants are: [CH3:1][C:2]([CH3:8])([CH3:7])[CH2:3][C:4](Cl)=[O:5].[S-:9][C:10]#[N:11].[K+].[F:13][C:14]1[CH:19]=[CH:18][C:17]([C:20]2[NH:24][N:23]=[C:22]([NH2:25])[CH:21]=2)=[CH:16][CH:15]=1. (2) Given the product [CH3:1][CH2:2][C@@:3]1([OH:26])[C:8](=[O:9])[O:7][CH2:6][C:5]2[C:10]([N:12]3[C:24](=[CH:25][C:4]1=2)[CH:23]1[CH:14]([CH2:15][C:16]2[C:21]([NH:22]1)=[CH:20][CH:19]=[CH:18][CH:17]=2)[CH2:13]3)=[O:11], predict the reactants needed to synthesize it. The reactants are: [CH3:1][CH2:2][C@@:3]1([OH:26])[C:8](=[O:9])[O:7][CH2:6][C:5]2[C:10]([N:12]3[C:24](=[CH:25][C:4]1=2)[C:23]1[N:22]=[C:21]2[C:16]([CH:17]=[CH:18][CH:19]=[CH:20]2)=[CH:15][C:14]=1[CH2:13]3)=[O:11].[H][H]. (3) Given the product [Cl:1][C:2]1[CH:3]=[CH:4][C:5]([S:8]([C:11]2([C:27]3[CH:32]=[C:31]([F:33])[CH:30]=[CH:29][C:28]=3[F:34])[CH2:16][CH2:15][CH:14]([CH2:17][C:18]([C:20]3[O:21][CH:22]=[CH:23][C:24]=3[CH2:25][N:35]3[CH2:40][CH2:39][O:38][CH2:37][CH2:36]3)=[O:19])[CH2:13][CH2:12]2)(=[O:10])=[O:9])=[CH:6][CH:7]=1, predict the reactants needed to synthesize it. The reactants are: [Cl:1][C:2]1[CH:7]=[CH:6][C:5]([S:8]([C:11]2([C:27]3[CH:32]=[C:31]([F:33])[CH:30]=[CH:29][C:28]=3[F:34])[CH2:16][CH2:15][CH:14]([CH2:17][C:18]([C:20]3[O:21][CH:22]=[CH:23][C:24]=3[CH:25]=O)=[O:19])[CH2:13][CH2:12]2)(=[O:10])=[O:9])=[CH:4][CH:3]=1.[NH:35]1[CH2:40][CH2:39][O:38][CH2:37][CH2:36]1.C([BH3-])#N.[Na+].Cl. (4) The reactants are: [C:1]([C:4]1[CH:14]=[CH:13][C:7]([C:8]([O:10][CH2:11][CH3:12])=[O:9])=[CH:6][C:5]=1[OH:15])(=[O:3])[CH3:2].N1C=CC=CC=1.[F:22][C:23]([F:36])([F:35])[S:24](O[S:24]([C:23]([F:36])([F:35])[F:22])(=[O:26])=[O:25])(=[O:26])=[O:25]. Given the product [C:1]([C:4]1[CH:14]=[CH:13][C:7]([C:8]([O:10][CH2:11][CH3:12])=[O:9])=[CH:6][C:5]=1[O:15][S:24]([C:23]([F:36])([F:35])[F:22])(=[O:26])=[O:25])(=[O:3])[CH3:2], predict the reactants needed to synthesize it. (5) Given the product [CH2:1]([O:72][CH:29]1[C@@H:30]([O:64][CH2:65][C:66]2[CH:67]=[CH:68][CH:69]=[CH:70][CH:71]=2)[C@H:31]([O:56][CH2:57][C:58]2[CH:63]=[CH:62][CH:61]=[CH:60][CH:59]=2)[C:32]([CH2:44][O:45][CH2:46][C:47]2[CH:48]=[CH:49][C:50]([O:53][CH3:54])=[CH:51][CH:52]=2)([CH2:33][O:34][CH2:35][C:36]2[CH:37]=[CH:38][C:39]([O:42][CH3:43])=[CH:40][CH:41]=2)[O:55][C:28]1([C:9]1[CH:14]=[CH:13][C:12]([F:15])=[C:11]([CH2:16][C:17]2[CH:22]=[CH:21][C:20]([O:23][CH3:24])=[CH:19][CH:18]=2)[CH:10]=1)[OH:80])[C:2]1[CH:86]=[CH:85][CH:84]=[CH:4][CH:3]=1, predict the reactants needed to synthesize it. The reactants are: [CH2:1]([Li])[CH2:2][CH2:3][CH3:4].O=O.Br[C:9]1[CH:14]=[CH:13][C:12]([F:15])=[C:11]([CH2:16][C:17]2[CH:22]=[CH:21][C:20]([O:23][CH3:24])=[CH:19][CH:18]=2)[CH:10]=1.CON(C)[C:28](=[O:80])[C@H:29]([O:72]CC1C=CC=CC=1)[C@@H:30]([O:64][CH2:65][C:66]1[CH:71]=[CH:70][CH:69]=[CH:68][CH:67]=1)[C@H:31]([O:56][CH2:57][C:58]1[CH:63]=[CH:62][CH:61]=[CH:60][CH:59]=1)[C:32]([OH:55])([CH2:44][O:45][CH2:46][C:47]1[CH:52]=[CH:51][C:50]([O:53][CH3:54])=[CH:49][CH:48]=1)[CH2:33][O:34][CH2:35][C:36]1[CH:41]=[CH:40][C:39]([O:42][CH3:43])=[CH:38][CH:37]=1.[Al].O1C[CH2:86][CH2:85][CH2:84]1.